Dataset: Reaction yield outcomes from USPTO patents with 853,638 reactions. Task: Predict the reaction yield, written as a fraction of the theoretical maximum amount of product (1.0 means a 100% yield; for example, 0.34 means a 34% yield). (1) The reactants are [F:1][C:2]1[CH:3]=[C:4]2[C:8](=[CH:9][CH:10]=1)[NH:7][C:6](=[O:11])[CH2:5]2.[Li+].C[Si]([N-][Si](C)(C)C)(C)C.C1COCC1.[OH:27][CH:28]1[CH2:33][CH2:32][N:31]([CH2:34][CH2:35][C:36]2[CH:37]=[C:38]3[C:42](=[CH:43][CH:44]=2)[C:41](=O)[O:40][C:39]3([CH3:47])[CH3:46])[CH2:30][CH2:29]1. The catalyst is C1COCC1. The product is [F:1][C:2]1[CH:3]=[C:4]2[C:8](=[CH:9][CH:10]=1)[NH:7][C:6](=[O:11])[C:5]2=[C:41]1[C:42]2[C:38](=[CH:37][C:36]([CH2:35][CH2:34][N:31]3[CH2:32][CH2:33][CH:28]([OH:27])[CH2:29][CH2:30]3)=[CH:44][CH:43]=2)[C:39]([CH3:47])([CH3:46])[O:40]1. The yield is 0.650. (2) The reactants are [OH:1][C@@H:2]1[C@H:6]([CH2:7][NH:8][C:9](=[O:16])[C@H:10]([CH2:12][CH:13]([CH3:15])[CH3:14])[NH2:11])[CH2:5][N:4]([C:17]([O:19][C:20]([CH3:23])([CH3:22])[CH3:21])=[O:18])[CH2:3]1.[S:24]1[C:28]2[CH:29]=[CH:30][CH:31]=[CH:32][C:27]=2[CH:26]=[C:25]1[C:33](O)=[O:34].C(Cl)CCl.C1C=C2C(N(O)N=NC2=CC=1)=O.CN1CCOCC1. The catalyst is C(Cl)Cl. The product is [S:24]1[C:28]2[CH:29]=[CH:30][CH:31]=[CH:32][C:27]=2[CH:26]=[C:25]1[C:33]([NH:11][C@H:10]([C:9]([NH:8][CH2:7][C@H:6]1[C@@H:2]([OH:1])[CH2:3][N:4]([C:17]([O:19][C:20]([CH3:21])([CH3:23])[CH3:22])=[O:18])[CH2:5]1)=[O:16])[CH2:12][CH:13]([CH3:14])[CH3:15])=[O:34]. The yield is 0.870. (3) The reactants are [Cl:1][C:2]1[CH:7]=[CH:6][C:5]([C:8]2[O:9][C:10]3[C:11](=[C:13]([C:17]([OH:19])=O)[CH:14]=[CH:15][CH:16]=3)[N:12]=2)=[C:4]([CH3:20])[CH:3]=1.Cl.C(N=C=NCCCN(C)C)C.ON1C2C=CC=CC=2N=N1.Cl.Cl.[NH2:45][CH:46]1[CH2:53][CH:52]2[N:54]([CH3:55])[CH:48]([CH2:49][CH2:50][CH2:51]2)[CH2:47]1.C(N(CC)CC)C. The catalyst is CN(C=O)C.ClCCl. The product is [CH3:55][N:54]1[CH:48]2[CH2:49][CH2:50][CH2:51][CH:52]1[CH2:53][CH:46]([NH:45][C:17]([C:13]1[CH:14]=[CH:15][CH:16]=[C:10]3[O:9][C:8]([C:5]4[CH:6]=[CH:7][C:2]([Cl:1])=[CH:3][C:4]=4[CH3:20])=[N:12][C:11]=13)=[O:19])[CH2:47]2. The yield is 0.220. (4) The catalyst is ClCCl.[O-2].[O-2].[Mn+4]. The yield is 0.800. The product is [CH3:1][O:2][C:3]1[CH:4]=[CH:5][CH:6]=[C:7]2[C:11]=1[CH:10]([NH:12][C:13]1[C:18]([CH:19]=[O:20])=[CH:17][N:16]=[C:15]([S:21][CH3:22])[N:14]=1)[CH2:9][CH2:8]2. The reactants are [CH3:1][O:2][C:3]1[CH:4]=[CH:5][CH:6]=[C:7]2[C:11]=1[CH:10]([NH:12][C:13]1[C:18]([CH2:19][OH:20])=[CH:17][N:16]=[C:15]([S:21][CH3:22])[N:14]=1)[CH2:9][CH2:8]2. (5) The reactants are [Cl:1][C:2]1[CH:7]=[CH:6][CH:5]=[C:4]([O:8][CH3:9])[CH:3]=1.[Cl:10][S:11](O)(=[O:13])=[O:12]. No catalyst specified. The product is [Cl:1][C:2]1[CH:3]=[C:4]([O:8][CH3:9])[CH:5]=[CH:6][C:7]=1[S:11]([Cl:10])(=[O:13])=[O:12]. The yield is 0.240. (6) The reactants are C1C(N)=CC=C([As](O)(O)=O)C=1.BrCC(Br)=O.C(=O)=O.[Br:20][CH2:21][C:22]([NH:24][C:25]1[CH:30]=[CH:29][C:28]([As:31](O)(=[O:33])[OH:32])=[CH:27][CH:26]=1)=[O:23]. The catalyst is C([O-])([O-])=O.[Na+].[Na+].O.C(Cl)Cl.Br.CO.N[C@H](C(O)=O)CC1C=C2C(C=CC=C2)=CC=1. The product is [Br:20][CH2:21][C:22]([NH:24][C:25]1[CH:26]=[CH:27][C:28]([As:31]([OH:33])[OH:32])=[CH:29][CH:30]=1)=[O:23]. The yield is 0.388. (7) The reactants are Cl[C:2]1[N:7]2[N:8]=[C:9]([NH:11][C:12](=[O:19])[C:13]3[CH:18]=[CH:17][CH:16]=[N:15][CH:14]=3)[N:10]=[C:6]2[CH:5]=[CH:4][CH:3]=1.[CH:20]1([SH:26])[CH2:25][CH2:24][CH2:23][CH2:22][CH2:21]1. The catalyst is C1COCC1. The product is [CH:20]1([S:26][C:2]2[N:7]3[N:8]=[C:9]([NH:11][C:12](=[O:19])[C:13]4[CH:18]=[CH:17][CH:16]=[N:15][CH:14]=4)[N:10]=[C:6]3[CH:5]=[CH:4][CH:3]=2)[CH2:25][CH2:24][CH2:23][CH2:22][CH2:21]1. The yield is 0.440.